Dataset: Catalyst prediction with 721,799 reactions and 888 catalyst types from USPTO. Task: Predict which catalyst facilitates the given reaction. (1) Reactant: Cl[C:2]1[N:7]=[N:6][CH:5]=[C:4]([NH:8][CH2:9][C@@H:10]2[CH2:12][C@H:11]2[C:13]2[CH:18]=[CH:17][CH:16]=[CH:15][C:14]=2[O:19][CH3:20])[C:3]=1[C:21]([F:24])([F:23])[F:22].C(=O)([O-])[O-].[K+].[K+].[NH2:31][NH2:32]. Product: [NH:31]([C:2]1[N:7]=[N:6][CH:5]=[C:4]([NH:8][CH2:9][C@@H:10]2[CH2:12][C@H:11]2[C:13]2[CH:18]=[CH:17][CH:16]=[CH:15][C:14]=2[O:19][CH3:20])[C:3]=1[C:21]([F:24])([F:23])[F:22])[NH2:32]. The catalyst class is: 708. (2) Reactant: [F:1][C:2]([F:12])([F:11])[C:3]1[NH:7][N:6]=[C:5]([C:8]([OH:10])=O)[CH:4]=1.[Cl:13][C:14]1[CH:20]=[C:19]([F:21])[CH:18]=[CH:17][C:15]=1[NH2:16].CCN(C(C)C)C(C)C.CN(C(ON1N=NC2C=CC=CC1=2)=[N+](C)C)C.[B-](F)(F)(F)F. Product: [Cl:13][C:14]1[CH:20]=[C:19]([F:21])[CH:18]=[CH:17][C:15]=1[NH:16][C:8]([C:5]1[CH:4]=[C:3]([C:2]([F:1])([F:12])[F:11])[NH:7][N:6]=1)=[O:10]. The catalyst class is: 173. (3) Reactant: C([C@@H]1COC(=O)N1[C:14]([C@H:16]1[C:18]2([CH2:23][CH2:22][O:21][CH2:20][CH2:19]2)[CH2:17]1)=[O:15])C1C=CC=CC=1.[OH-].[Li+].OO.S([O-])([O-])(=[O:30])=S.[Na+].[Na+]. The catalyst class is: 30. Product: [C@H:16]1([C:14]([OH:15])=[O:30])[C:18]2([CH2:23][CH2:22][O:21][CH2:20][CH2:19]2)[CH2:17]1. (4) Reactant: [F-].C([N+](CCCC)(CCCC)CCCC)CCC.[O:19]1[C:23]2[CH:24]=[CH:25][C:26]([C:28]3[CH:36]=[C:35]4[C:31]([C:32]([NH:46][C:47](=[O:51])[CH2:48][CH2:49][CH3:50])=[N:33][N:34]4OCOCC[Si](C)(C)C)=[CH:30][CH:29]=3)=[CH:27][C:22]=2CO1.[C:52](OCC)(=[O:54])C. Product: [O:19]1[C:23]2[CH:24]=[CH:25][C:26]([C:28]3[CH:36]=[C:35]4[C:31]([C:32]([NH:46][C:47](=[O:51])[CH2:48][CH2:49][CH3:50])=[N:33][NH:34]4)=[CH:30][CH:29]=3)=[CH:27][C:22]=2[O:54][CH2:52]1. The catalyst class is: 7. (5) Reactant: [C:1]([N:8]1[CH2:13][CH2:12][NH:11][CH2:10][CH2:9]1)([O:3][C:4]([CH3:7])([CH3:6])[CH3:5])=[O:2].[N:14]1[CH:19]=[CH:18][C:17]([CH:20]=O)=[CH:16][CH:15]=1.C(O[BH-](OC(=O)C)OC(=O)C)(=O)C.[Na+].C(O)(=O)C. Product: [C:4]([O:3][C:1]([N:8]1[CH2:9][CH2:10][N:11]([CH2:20][C:17]2[CH:18]=[CH:19][N:14]=[CH:15][CH:16]=2)[CH2:12][CH2:13]1)=[O:2])([CH3:7])([CH3:6])[CH3:5]. The catalyst class is: 26.